This data is from Full USPTO retrosynthesis dataset with 1.9M reactions from patents (1976-2016). The task is: Predict the reactants needed to synthesize the given product. (1) The reactants are: C(OC([N:8]1[CH2:13][CH2:12][N:11]([S:14]([C:17]2[S:18][CH:19]=[CH:20][CH:21]=2)(=[O:16])=[O:15])[CH2:10][CH2:9]1)=O)(C)(C)C.[ClH:22]. Given the product [ClH:22].[S:18]1[CH:19]=[CH:20][CH:21]=[C:17]1[S:14]([N:11]1[CH2:10][CH2:9][NH:8][CH2:13][CH2:12]1)(=[O:16])=[O:15], predict the reactants needed to synthesize it. (2) Given the product [Br:1][C:2]1[CH:7]=[C:6]([Cl:8])[CH:5]=[CH:4][C:3]=1[O:9][CH:11]([F:16])[F:15], predict the reactants needed to synthesize it. The reactants are: [Br:1][C:2]1[CH:7]=[C:6]([Cl:8])[CH:5]=[CH:4][C:3]=1[OH:9].Cl[C:11]([F:16])([F:15])C([O-])=O.[Na+].C(=O)([O-])[O-].[Cs+].[Cs+].O. (3) Given the product [CH2:2]([S:35]([C:15]1[CH:20]=[CH:19][CH:18]=[CH:17][C:16]=1[C:21]1[N:22]=[CH:23][C:24]2[N:30]=[CH:29][C:28]([C:31]([F:33])([F:34])[F:32])=[CH:27][C:25]=2[N:26]=1)(=[O:39])=[O:37])[CH3:3], predict the reactants needed to synthesize it. The reactants are: Cl[C:2]1C=CC=C(C(OO)=O)[CH:3]=1.C(S[C:15]1[CH:20]=[CH:19][CH:18]=[CH:17][C:16]=1[C:21]1[N:22]=[CH:23][C:24]2[N:30]=[CH:29][C:28]([C:31]([F:34])([F:33])[F:32])=[CH:27][C:25]=2[N:26]=1)C.[S:35]([O-:39])([O-])(=[O:37])=S.[Na+].[Na+]. (4) Given the product [OH:6][CH:5]([CH2:4][OH:3])[CH2:7][O:8][C:9]1[CH:10]=[CH:11][C:12]([NH:13][C:35]([C:28]2[CH:29]=[CH:30][CH:31]=[C:32]3[C:27]=2[N:26]=[C:25]([C:21]2[CH:22]=[CH:23][CH:24]=[C:19]([C:18]([F:39])([F:17])[F:38])[CH:20]=2)[CH:34]=[CH:33]3)=[O:36])=[CH:14][CH:15]=1, predict the reactants needed to synthesize it. The reactants are: CC1(C)[O:6][CH:5]([CH2:7][O:8][C:9]2[CH:15]=[CH:14][C:12]([NH2:13])=[CH:11][CH:10]=2)[CH2:4][O:3]1.[F:17][C:18]([F:39])([F:38])[C:19]1[CH:20]=[C:21]([C:25]2[CH:34]=[CH:33][C:32]3[C:27](=[C:28]([C:35](O)=[O:36])[CH:29]=[CH:30][CH:31]=3)[N:26]=2)[CH:22]=[CH:23][CH:24]=1.CN(C(ON1N=NC2C=CC=NC1=2)=[N+](C)C)C.F[P-](F)(F)(F)(F)F.CCN(C(C)C)C(C)C. (5) Given the product [CH3:27][N:16]([CH2:15][CH2:14][N:12]1[CH:13]=[C:9]([B:4]2[O:5][C:6]([CH3:7])([CH3:8])[C:2]([CH3:24])([CH3:1])[O:3]2)[CH:10]=[N:11]1)[C:17](=[O:23])[O:18][C:19]([CH3:22])([CH3:21])[CH3:20], predict the reactants needed to synthesize it. The reactants are: [CH3:1][C:2]1([CH3:24])[C:6]([CH3:8])([CH3:7])[O:5][B:4]([C:9]2[CH:10]=[N:11][N:12]([CH2:14][CH2:15][NH:16][C:17](=[O:23])[O:18][C:19]([CH3:22])([CH3:21])[CH3:20])[CH:13]=2)[O:3]1.[H-].[Na+].[CH3:27]I. (6) Given the product [CH2:15]([N:17]([CH2:18][CH3:19])[CH2:13][CH2:12][CH2:11][C:7]1[N:6]=[C:5]2[CH2:4][O:3][C:2](=[O:1])[C:10]2=[CH:9][CH:8]=1)[CH3:16], predict the reactants needed to synthesize it. The reactants are: [O:1]=[C:2]1[C:10]2[C:5](=[N:6][C:7]([CH2:11][CH2:12][CH:13]=O)=[CH:8][CH:9]=2)[CH2:4][O:3]1.[CH2:15]([N:17](CC)[CH2:18][CH2:19]NC)[CH3:16].